Dataset: Forward reaction prediction with 1.9M reactions from USPTO patents (1976-2016). Task: Predict the product of the given reaction. (1) Given the reactants [CH3:1][C:2]([OH:20])([CH3:19])[C:3]([N:5]1[C:13]2[C:8](=[CH:9][C:10]([O:17][CH3:18])=[C:11]([N+:14]([O-])=O)[CH:12]=2)[CH2:7][CH2:6]1)=[O:4].N#N, predict the reaction product. The product is: [NH2:14][C:11]1[CH:12]=[C:13]2[C:8]([CH2:7][CH2:6][N:5]2[C:3](=[O:4])[C:2]([CH3:1])([OH:20])[CH3:19])=[CH:9][C:10]=1[O:17][CH3:18]. (2) The product is: [NH2:15][C:10]1[C:9]2[N:16]=[C:17]([CH2:22][O:23][CH2:24][CH3:25])[N:18]([CH2:19][CH2:20][CH3:21])[C:8]=2[C:7]2[CH:6]=[C:5]([O:4][CH2:3][CH2:2][NH:1][C:58]([CH:54]3[CH2:55][CH2:56][CH2:57][O:53]3)=[O:59])[CH:14]=[CH:13][C:12]=2[N:11]=1. Given the reactants [NH2:1][CH2:2][CH2:3][O:4][C:5]1[CH:14]=[CH:13][C:12]2[N:11]=[C:10]([NH2:15])[C:9]3[N:16]=[C:17]([CH2:22][O:23][CH2:24][CH3:25])[N:18]([CH2:19][CH2:20][CH3:21])[C:8]=3[C:7]=2[CH:6]=1.F[P-](F)(F)(F)(F)F.N1(O[P+](N(C)C)(N(C)C)N(C)C)C2C=CC=CC=2N=N1.[O:53]1[CH2:57][CH2:56][CH2:55][CH:54]1[C:58](O)=[O:59].C(N(CC)CC)C, predict the reaction product. (3) Given the reactants [CH2:1]([N:8]1[CH:13]=[CH:12][CH:11]=[C:10]([C:14]([NH:16][C@H:17]([CH2:21][CH2:22][CH2:23][NH:24][C:25]([NH:27]S(C2C(C)=C3C(=C(C)C=2C)OC(C)(C)CC3)(=O)=O)=[NH:26])[C:18]([OH:20])=[O:19])=[O:15])[C:9]1=[O:46])[C:2]1[CH:7]=[CH:6][CH:5]=[CH:4][CH:3]=1.O.CC(OC)(C)C.[C:54]([OH:60])([C:56]([F:59])([F:58])[F:57])=[O:55], predict the reaction product. The product is: [CH2:1]([N:8]1[CH:13]=[CH:12][CH:11]=[C:10]([C:14]([NH:16][C@H:17]([CH2:21][CH2:22][CH2:23][NH:24][C:25]([NH2:27])=[NH:26])[C:18]([OH:20])=[O:19])=[O:15])[C:9]1=[O:46])[C:2]1[CH:3]=[CH:4][CH:5]=[CH:6][CH:7]=1.[C:54]([OH:60])([C:56]([F:59])([F:58])[F:57])=[O:55]. (4) Given the reactants Br[C:2]1[C:7]2[O:8][CH2:9]CCC[C:6]=2[CH:5]=[CH:4][CH:3]=1.Br[C:14]1[CH:15]=[CH:16][CH:17]=[C:18]2[C:23]=1[O:22][CH2:21]CC2.[Cl:24][P:25](C1C=CC=CC=1)C1C=CC=CC=1, predict the reaction product. The product is: [Cl:24][P:25]([C:2]1[CH:3]=[CH:4][CH:5]=[CH:6][C:7]=1[O:8][CH3:9])[C:14]1[CH:15]=[CH:16][CH:17]=[CH:18][C:23]=1[O:22][CH3:21]. (5) Given the reactants [Cl:1][C:2]1[CH:7]=[C:6]([C:8]([OH:11])([CH3:10])[CH3:9])[CH:5]=[C:4]([Cl:12])[C:3]=1[NH:13][C:14]1[C:23]2[CH:24]=[CH:25][NH:26][C:27](=[O:28])[C:22]=2[C:21]2[C:16](=[CH:17][CH:18]=[N:19][CH:20]=2)[N:15]=1.C1C=C(Cl)C=C(C(OO)=[O:37])C=1.S([O-])([O-])=O.[Na+].[Na+].C([O-])(O)=O.[Na+], predict the reaction product. The product is: [Cl:12][C:4]1[CH:5]=[C:6]([C:8]([OH:11])([CH3:10])[CH3:9])[CH:7]=[C:2]([Cl:1])[C:3]=1[NH:13][C:14]1[C:23]2[CH:24]=[CH:25][NH:26][C:27](=[O:28])[C:22]=2[C:21]2[C:16](=[CH:17][CH:18]=[N+:19]([O-:37])[CH:20]=2)[N:15]=1. (6) The product is: [C:38]([NH:37][C:34]1[CH:35]=[CH:36][C:31]([C:2]2[N:7]=[CH:6][C:5]([O:8][CH2:9][CH:10]3[CH2:15][CH2:14][N:13]([C:16]([O:18][C:19]([CH3:22])([CH3:21])[CH3:20])=[O:17])[CH2:12][CH2:11]3)=[CH:4][CH:3]=2)=[CH:32][CH:33]=1)(=[O:40])[CH3:39]. Given the reactants Cl[C:2]1[N:7]=[CH:6][C:5]([O:8][CH2:9][CH:10]2[CH2:15][CH2:14][N:13]([C:16]([O:18][C:19]([CH3:22])([CH3:21])[CH3:20])=[O:17])[CH2:12][CH2:11]2)=[CH:4][CH:3]=1.CC1(C)C(C)(C)OB([C:31]2[CH:36]=[CH:35][C:34]([NH:37][C:38](=[O:40])[CH3:39])=[CH:33][CH:32]=2)O1.C(=O)([O-])[O-].[K+].[K+].O1CCOCC1, predict the reaction product. (7) Given the reactants [Cl-].[Cl-].[Cl-].[Al+3].C([O:9][C:10]1[CH:15]=[CH:14][CH:13]=[CH:12][C:11]=1[CH3:16])(=O)CC, predict the reaction product. The product is: [OH:9][C:10]1[CH:15]=[CH:14][C:13]([C:10](=[O:9])[CH2:11][CH3:12])=[CH:12][C:11]=1[CH3:16]. (8) Given the reactants [CH3:1][C:2]1[CH:7]=[CH:6][C:5]([C:8]2[O:9][C:10]([CH3:13])=[N:11][N:12]=2)=[CH:4][C:3]=1[C:14]1[CH:19]=[CH:18][C:17]([C:20](O)=[O:21])=[CH:16][CH:15]=1.[CH3:23][O:24][C:25]1[CH:32]=[CH:31][C:28]([CH2:29][NH2:30])=[CH:27][CH:26]=1, predict the reaction product. The product is: [CH3:23][O:24][C:25]1[CH:32]=[CH:31][C:28]([CH2:29][NH:30][C:20]([C:17]2[CH:16]=[CH:15][C:14]([C:3]3[CH:4]=[C:5]([C:8]4[O:9][C:10]([CH3:13])=[N:11][N:12]=4)[CH:6]=[CH:7][C:2]=3[CH3:1])=[CH:19][CH:18]=2)=[O:21])=[CH:27][CH:26]=1. (9) Given the reactants [F:1][C:2]([F:27])([F:26])[C:3]1[CH:4]=[C:5]([NH:9][C:10](=[O:25])[CH2:11][C:12]([NH:14][C:15]2[CH:20]=[CH:19][CH:18]=[C:17]([C:21]([F:24])([F:23])[F:22])[CH:16]=2)=[O:13])[CH:6]=[CH:7][CH:8]=1.[CH3:28][C:29]1[CH:30]=[C:31]([CH:35]=O)[CH:32]=[N:33][CH:34]=1, predict the reaction product. The product is: [F:1][C:2]([F:26])([F:27])[C:3]1[CH:4]=[C:5]([NH:9][C:10](=[O:25])[C:11](=[CH:35][C:31]2[CH:32]=[N:33][CH:34]=[C:29]([CH3:28])[CH:30]=2)[C:12]([NH:14][C:15]2[CH:20]=[CH:19][CH:18]=[C:17]([C:21]([F:24])([F:23])[F:22])[CH:16]=2)=[O:13])[CH:6]=[CH:7][CH:8]=1. (10) Given the reactants Br[C:2]1[CH:3]=[C:4]([O:9][CH:10]([F:12])[F:11])[C:5]([NH2:8])=[N:6][CH:7]=1.[CH3:13][C:14]1([CH3:30])[C:18]([CH3:20])([CH3:19])[O:17][B:16]([B:16]2[O:17][C:18]([CH3:20])([CH3:19])[C:14]([CH3:30])([CH3:13])[O:15]2)[O:15]1.C1(P(C2CCCCC2)C2CCCCC2)CCCCC1.C([O-])(=O)C.[K+], predict the reaction product. The product is: [F:11][CH:10]([F:12])[O:9][C:4]1[C:5]([NH2:8])=[N:6][CH:7]=[C:2]([B:16]2[O:17][C:18]([CH3:20])([CH3:19])[C:14]([CH3:30])([CH3:13])[O:15]2)[CH:3]=1.